Regression/Classification. Given a drug SMILES string, predict its toxicity properties. Task type varies by dataset: regression for continuous values (e.g., LD50, hERG inhibition percentage) or binary classification for toxic/non-toxic outcomes (e.g., AMES mutagenicity, cardiotoxicity, hepatotoxicity). Dataset: ames. From a dataset of Ames mutagenicity test results for genotoxicity prediction. (1) The molecule is ClCc1ccc2ccc3cccc4ccc1c2c34. The result is 1 (mutagenic). (2) The molecule is COc1cc(N)c(C)cc1N. The result is 0 (non-mutagenic). (3) The drug is CN(C)CCCNc1c2ccccc2nc2c(N(C)C)ccc([N+](=O)[O-])c12. The result is 1 (mutagenic). (4) The drug is O=[N+]([O-])c1ccc2ccc3c4c(ccc1c24)c1ccccc1[n+]3[O-]. The result is 1 (mutagenic). (5) The drug is CC12CCC(C(=O)C1=O)C2(C)C. The result is 0 (non-mutagenic).